Dataset: Full USPTO retrosynthesis dataset with 1.9M reactions from patents (1976-2016). Task: Predict the reactants needed to synthesize the given product. (1) Given the product [CH3:1][N:2]([CH3:17])[C:3]1[CH:8]=[CH:7][C:6]([CH:9]([O:15][CH3:16])[C:10]([NH:19][NH2:20])=[O:11])=[CH:5][CH:4]=1, predict the reactants needed to synthesize it. The reactants are: [CH3:1][N:2]([CH3:17])[C:3]1[CH:8]=[CH:7][C:6]([CH:9]([O:15][CH3:16])[C:10](OCC)=[O:11])=[CH:5][CH:4]=1.O.[NH2:19][NH2:20]. (2) Given the product [Cl:26][C:27]1[CH:32]=[CH:31][C:30]([CH:33]2[CH2:38][CH2:37][CH2:36][N:35]([C:45]([C:44]3[CH:48]=[CH:49][N:50]=[C:42]([CH2:40][CH3:41])[CH:43]=3)=[O:46])[CH2:34]2)=[C:29]([CH3:39])[CH:28]=1, predict the reactants needed to synthesize it. The reactants are: FC1C=CC=CC=1C1CCCN(C(C2C=CN=C(N(C)C)C=2)=O)C1.Cl.[Cl:26][C:27]1[CH:32]=[CH:31][C:30]([CH:33]2[CH2:38][CH2:37][CH2:36][NH:35][CH2:34]2)=[C:29]([CH3:39])[CH:28]=1.[CH2:40]([C:42]1[CH:43]=[C:44]([CH:48]=[CH:49][N:50]=1)[C:45](O)=[O:46])[CH3:41].